From a dataset of Reaction yield outcomes from USPTO patents with 853,638 reactions. Predict the reaction yield, written as a fraction of the theoretical maximum amount of product (1.0 means a 100% yield; for example, 0.34 means a 34% yield). (1) The reactants are [ClH:1].[NH2:2][C:3]1[N:8]=[C:7]([NH:9][C:10]2[CH:11]=[C:12]([CH:25]=[CH:26][CH:27]=2)[C:13]([NH:15][C:16]2[CH:21]=[CH:20][C:19]([N+:22]([O-])=O)=[CH:18][CH:17]=2)=[O:14])[CH:6]=[C:5]([NH2:28])[N:4]=1. The catalyst is [Pd].CO. The product is [ClH:1].[NH2:22][C:19]1[CH:20]=[CH:21][C:16]([NH:15][C:13](=[O:14])[C:12]2[CH:25]=[CH:26][CH:27]=[C:10]([NH:9][C:7]3[CH:6]=[C:5]([NH2:28])[N:4]=[C:3]([NH2:2])[N:8]=3)[CH:11]=2)=[CH:17][CH:18]=1. The yield is 0.760. (2) The reactants are [NH2:1][C:2]([CH3:28])([CH3:27])[C:3]([N:5]1[CH2:9][C@H:8]([OH:10])[CH2:7][C@H:6]1[C:11]([NH:13][CH2:14][C:15]1[CH:20]=[CH:19][C:18]([C:21]2[S:25][CH:24]=[N:23][C:22]=2[CH3:26])=[CH:17][CH:16]=1)=[O:12])=[O:4].[CH3:29][O:30][CH2:31][CH2:32][C:33](O)=[O:34].CCN(C(C)C)C(C)C.CN(C(ON1N=NC2C=CC=NC1=2)=[N+](C)C)C.F[P-](F)(F)(F)(F)F. The catalyst is CN(C=O)C. The product is [OH:10][C@H:8]1[CH2:9][N:5]([C:3](=[O:4])[C:2]([NH:1][C:33](=[O:34])[CH2:32][CH2:31][O:30][CH3:29])([CH3:28])[CH3:27])[C@H:6]([C:11]([NH:13][CH2:14][C:15]2[CH:20]=[CH:19][C:18]([C:21]3[S:25][CH:24]=[N:23][C:22]=3[CH3:26])=[CH:17][CH:16]=2)=[O:12])[CH2:7]1. The yield is 0.370. (3) The reactants are Br[C:2]1[CH:3]=[C:4]2[NH:10][C:9](=[O:11])[C:8]3([CH2:16][CH2:15][O:14][CH2:13][CH2:12]3)[C:5]2=[N:6][CH:7]=1.[B:17]1(B2OC(C)(C)C(C)(C)O2)[O:21]C(C)(C)C(C)(C)[O:18]1.C([O-])(=O)C.[K+].CS(C)=O. The catalyst is C(OCC)(=O)C. The product is [O:11]=[C:9]1[NH:10][C:4]2[C:5](=[N:6][CH:7]=[C:2]([B:17]([OH:21])[OH:18])[CH:3]=2)[C:8]21[CH2:16][CH2:15][O:14][CH2:13][CH2:12]2. The yield is 1.00. (4) The reactants are [CH2:1]([O:8][C:9]([N:11]1[CH2:16][CH2:15][CH2:14][CH:13]([C:17]2[CH:22]=[CH:21][C:20]([CH3:23])=[C:19]([NH2:24])[CH:18]=2)[CH2:12]1)=[O:10])[C:2]1[CH:7]=[CH:6][CH:5]=[CH:4][CH:3]=1.C(N(CC)CC)C.[F:32][C:33]([F:46])([F:45])[S:34](O[S:34]([C:33]([F:46])([F:45])[F:32])(=[O:36])=[O:35])(=[O:36])=[O:35]. The catalyst is C(Cl)Cl. The product is [CH2:1]([O:8][C:9]([N:11]1[CH2:16][CH2:15][CH2:14][CH:13]([C:17]2[CH:22]=[CH:21][C:20]([CH3:23])=[C:19]([NH:24][S:34]([C:33]([F:46])([F:45])[F:32])(=[O:36])=[O:35])[CH:18]=2)[CH2:12]1)=[O:10])[C:2]1[CH:3]=[CH:4][CH:5]=[CH:6][CH:7]=1. The yield is 0.610. (5) The reactants are [CH3:1][O:2][C:3]1[CH:4]=[C:5]([CH:8]=[C:9]([O:15][CH3:16])[C:10]=1[O:11][CH2:12][CH2:13][CH3:14])[CH:6]=O.[ClH:17].CO.C(O[CH:23](OCC)[CH2:24][NH:25][CH2:26][C:27]1[CH:32]=[CH:31][CH:30]=[C:29]([O:33][CH2:34][CH3:35])[C:28]=1[OH:36])C. The catalyst is CCO. The product is [ClH:17].[CH3:1][O:2][C:3]1[CH:4]=[C:5]([CH:8]=[C:9]([O:15][CH3:16])[C:10]=1[O:11][CH2:12][CH2:13][CH3:14])[CH2:6][C:23]1[C:32]2[C:27](=[C:28]([OH:36])[C:29]([O:33][CH2:34][CH3:35])=[CH:30][CH:31]=2)[CH:26]=[N:25][CH:24]=1. The yield is 0.280.